This data is from Catalyst prediction with 721,799 reactions and 888 catalyst types from USPTO. The task is: Predict which catalyst facilitates the given reaction. (1) Reactant: [F:1][C:2]1[C:7]([CH:8]2[CH2:12][CH2:11][NH:10][CH2:9]2)=[N:6][CH:5]=[CH:4][N:3]=1.[C:13](OC(=O)C)(=[O:15])[CH3:14].C(=O)(O)[O-].[Na+]. Product: [F:1][C:2]1[C:7]([CH:8]2[CH2:12][CH2:11][N:10]([C:13](=[O:15])[CH3:14])[CH2:9]2)=[N:6][CH:5]=[CH:4][N:3]=1. The catalyst class is: 2. (2) Product: [Br:1][C:2]1[C:7]([F:8])=[CH:6][C:5]2[N:9]([CH2:10][C@@H:11]3[CH2:15][CH2:14][N:13]([C:16]([CH:18]4[CH2:19][CH2:20]4)=[O:17])[CH2:12]3)[C:35]([C:34]3[CH:33]=[CH:32][C:31]([C:27]4[CH:26]=[C:25]5[C:30](=[CH:29][CH:28]=4)[NH:22][CH:23]=[CH:24]5)=[CH:38][CH:37]=3)=[N:21][C:4]=2[CH:3]=1. Reactant: [Br:1][C:2]1[CH:3]=[C:4]([NH2:21])[C:5]([NH:9][CH2:10][C@@H:11]2[CH2:15][CH2:14][N:13]([C:16]([CH:18]3[CH2:20][CH2:19]3)=[O:17])[CH2:12]2)=[CH:6][C:7]=1[F:8].[NH:22]1[C:30]2[C:25](=[CH:26][C:27]([C:31]3[CH:38]=[CH:37][C:34]([CH:35]=O)=[CH:33][CH:32]=3)=[CH:28][CH:29]=2)[CH:24]=[CH:23]1. The catalyst class is: 51.